This data is from Full USPTO retrosynthesis dataset with 1.9M reactions from patents (1976-2016). The task is: Predict the reactants needed to synthesize the given product. (1) Given the product [CH3:1][S:2][C:3]1[N:8]=[C:7]([C:9]2[CH:14]=[CH:13][N:12]=[C:11]3[NH:15][CH:16]=[CH:17][C:10]=23)[CH:6]=[CH:5][N:4]=1, predict the reactants needed to synthesize it. The reactants are: [CH3:1][S:2][C:3]1[N:8]=[C:7]([C:9]2[CH:14]=[CH:13][N:12]=[C:11]3[N:15](S(C4C=CC(C)=CC=4)(=O)=O)[CH:16]=[CH:17][C:10]=23)[CH:6]=[CH:5][N:4]=1.[OH-].[Na+]. (2) Given the product [CH2:1]([NH:3][C:4](=[O:5])[NH:6][C:7]1[N:12]=[CH:11][C:10]([C:13]2[CH:14]=[N:15][CH:16]=[C:17]([C:19]3[O:20][C:50]([C@@H:49]([NH:48][C:46](=[O:47])[O:45][C:41]([CH3:42])([CH3:43])[CH3:44])[CH:53]([CH3:54])[CH3:55])=[N:22][N:21]=3)[CH:18]=2)=[C:9]([N:23]2[CH:27]=[CH:26][C:25]([C:28]([F:31])([F:30])[F:29])=[N:24]2)[CH:8]=1)[CH3:2], predict the reactants needed to synthesize it. The reactants are: [CH2:1]([NH:3][C:4]([NH:6][C:7]1[N:12]=[CH:11][C:10]([C:13]2[CH:14]=[N:15][CH:16]=[C:17]([C:19]([NH:21][NH2:22])=[O:20])[CH:18]=2)=[C:9]([N:23]2[CH:27]=[CH:26][C:25]([C:28]([F:31])([F:30])[F:29])=[N:24]2)[CH:8]=1)=[O:5])[CH3:2].CCN(C(C)C)C(C)C.[C:41]([O:45][C:46]([NH:48][C@@H:49]([CH:53]([CH3:55])[CH3:54])[C:50](O)=O)=[O:47])([CH3:44])([CH3:43])[CH3:42].CN(C(ON1N=NC2C=CC=NC1=2)=[N+](C)C)C.F[P-](F)(F)(F)(F)F.C1CCN2C(=NCCC2)CC1.C1(P(C2C=CC=CC=2)C2C=CC=CC=2)C=CC=CC=1.C(Cl)(Cl)(Cl)Cl.